From a dataset of Forward reaction prediction with 1.9M reactions from USPTO patents (1976-2016). Predict the product of the given reaction. (1) Given the reactants [CH2:1]([O:3][C:4]([C:6]1([C:9]2[CH:14]=[CH:13][C:12]([C:15]3[CH:20]=[CH:19][C:18]([C:21]4[S:22][C:23]([Cl:29])=[CH:24][C:25]=4C(=O)N)=[CH:17][CH:16]=3)=[CH:11][CH:10]=2)[CH2:8][CH2:7]1)=[O:5])[CH3:2].[F:30][C:31]1[CH:36]=[CH:35][CH:34]=[CH:33][C:32]=1[C@H:37]([OH:39])[CH3:38].[N:40]1[CH:45]=CC=CC=1.FC(F)(F)C(OI(C1C=CC=CC=1)OC(=O)C(F)(F)F)=[O:49], predict the reaction product. The product is: [CH2:1]([O:3][C:4]([C:6]1([C:9]2[CH:10]=[CH:11][C:12]([C:15]3[CH:16]=[CH:17][C:18]([C:21]4[S:22][C:23]([Cl:29])=[CH:24][C:25]=4[NH:40][C:45]([O:39][C@@H:37]([C:32]4[CH:33]=[CH:34][CH:35]=[CH:36][C:31]=4[F:30])[CH3:38])=[O:49])=[CH:19][CH:20]=3)=[CH:13][CH:14]=2)[CH2:8][CH2:7]1)=[O:5])[CH3:2]. (2) Given the reactants C([O:5][C:6](=[O:30])[CH2:7][O:8][C:9]1[CH:14]=[CH:13][C:12]([S:15][CH2:16][C:17]#[C:18][C:19]2[CH:24]=[CH:23][C:22]([C:25]([F:28])([F:27])[F:26])=[CH:21][CH:20]=2)=[CH:11][C:10]=1[CH3:29])(C)(C)C.C(O)(C(F)(F)F)=O, predict the reaction product. The product is: [CH3:29][C:10]1[CH:11]=[C:12]([S:15][CH2:16][C:17]#[C:18][C:19]2[CH:20]=[CH:21][C:22]([C:25]([F:27])([F:26])[F:28])=[CH:23][CH:24]=2)[CH:13]=[CH:14][C:9]=1[O:8][CH2:7][C:6]([OH:30])=[O:5].